From a dataset of Peptide-MHC class I binding affinity with 185,985 pairs from IEDB/IMGT. Regression. Given a peptide amino acid sequence and an MHC pseudo amino acid sequence, predict their binding affinity value. This is MHC class I binding data. (1) The peptide sequence is KYMWCYSQV. The MHC is H-2-Dd with pseudo-sequence H-2-Dd. The binding affinity (normalized) is 0. (2) The peptide sequence is YVVIGLLFM. The MHC is HLA-A26:01 with pseudo-sequence HLA-A26:01. The binding affinity (normalized) is 0.128. (3) The peptide sequence is WYVNHTGFNV. The MHC is HLA-A23:01 with pseudo-sequence HLA-A23:01. The binding affinity (normalized) is 0.449. (4) The peptide sequence is AEDMLNPNY. The MHC is HLA-B27:05 with pseudo-sequence HLA-B27:05. The binding affinity (normalized) is 0.0847. (5) The peptide sequence is SLREWLLRI. The MHC is HLA-B44:03 with pseudo-sequence HLA-B44:03. The binding affinity (normalized) is 0. (6) The peptide sequence is LAIDFGNGA. The MHC is HLA-A02:01 with pseudo-sequence HLA-A02:01. The binding affinity (normalized) is 0.00654.